This data is from Full USPTO retrosynthesis dataset with 1.9M reactions from patents (1976-2016). The task is: Predict the reactants needed to synthesize the given product. (1) The reactants are: [CH2:1]([O:3][C:4](=[O:13])[CH2:5][C:6]1[CH:11]=[CH:10][CH:9]=[C:8]([OH:12])[CH:7]=1)[CH3:2].F[C:15]1[CH:22]=[CH:21][C:20]([N+:23]([O-:25])=[O:24])=[CH:19][C:16]=1[CH:17]=[O:18]. Given the product [CH2:1]([O:3][C:4](=[O:13])[CH2:5][C:6]1[CH:11]=[CH:10][CH:9]=[C:8]([O:12][C:15]2[CH:22]=[CH:21][C:20]([N+:23]([O-:25])=[O:24])=[CH:19][C:16]=2[CH:17]=[O:18])[CH:7]=1)[CH3:2], predict the reactants needed to synthesize it. (2) Given the product [CH3:1][O:2][C:3]1[CH:4]=[CH:5][C:6]([CH2:9][CH2:10][CH2:11][CH2:12][N:28]2[CH2:29][CH2:30][CH:25]([C:21]3[CH:20]=[C:19]([NH:18][C:16](=[O:17])[CH:15]([CH3:14])[CH3:31])[CH:24]=[CH:23][CH:22]=3)[CH2:26][CH2:27]2)=[CH:7][CH:8]=1, predict the reactants needed to synthesize it. The reactants are: [CH3:1][O:2][C:3]1[CH:8]=[CH:7][C:6]([CH2:9][CH2:10][CH2:11][CH2:12]O)=[CH:5][CH:4]=1.[CH3:14][CH:15]([CH3:31])[C:16]([NH:18][C:19]1[CH:24]=[CH:23][CH:22]=[C:21]([CH:25]2[CH2:30][CH2:29][NH:28][CH2:27][CH2:26]2)[CH:20]=1)=[O:17]. (3) Given the product [Cl:1][C:2]1[CH:3]=[CH:6][C:7]([CH:17]=[O:18])=[C:8]([S:12][CH3:11])[CH:9]=1, predict the reactants needed to synthesize it. The reactants are: [Cl:1][C:2]1[CH:9]=[C:8](F)[CH:7]=[CH:6][C:3]=1C=O.[CH3:11][S-:12].[Na+].CN([CH:17]=[O:18])C. (4) Given the product [NH2:17][C:6]1[C:7]([C:8]([O:10][N:11]=[C:12]([NH2:15])[CH2:13][CH3:14])=[O:9])=[C:2]([Cl:1])[N:3]=[CH:4][N:5]=1, predict the reactants needed to synthesize it. The reactants are: [Cl:1][C:2]1[C:7]([C:8]([O:10][N:11]=[C:12]([NH2:15])[CH2:13][CH3:14])=[O:9])=[C:6](Cl)[N:5]=[CH:4][N:3]=1.[NH3:17].C(Cl)Cl.CO. (5) Given the product [Cl:1][C:2]1[CH:3]=[CH:4][C:5]([C:25]#[N:26])=[C:6]([C:8]2[C:13]([O:14][CH3:15])=[CH:12][N:11]([CH:16]([CH2:20][CH2:21][O:22][CH3:23])[C:17]([NH:27][C:28]3[CH:36]=[C:35]4[C:31]([C:32](=[O:37])[NH:33][NH:34]4)=[CH:30][CH:29]=3)=[O:19])[C:10](=[O:24])[CH:9]=2)[CH:7]=1, predict the reactants needed to synthesize it. The reactants are: [Cl:1][C:2]1[CH:3]=[CH:4][C:5]([C:25]#[N:26])=[C:6]([C:8]2[C:13]([O:14][CH3:15])=[CH:12][N:11]([CH:16]([CH2:20][CH2:21][O:22][CH3:23])[C:17]([OH:19])=O)[C:10](=[O:24])[CH:9]=2)[CH:7]=1.[NH2:27][C:28]1[CH:36]=[C:35]2[C:31]([C:32](=[O:37])[NH:33][NH:34]2)=[CH:30][CH:29]=1. (6) Given the product [CH3:14][Si:13]([CH3:16])([CH3:15])[CH2:12][CH2:11][O:10][CH2:9][N:8]([CH2:17][O:18][CH2:19][CH2:20][Si:21]([CH3:24])([CH3:23])[CH3:22])[C:6]1[N:5]2[N:25]=[CH:26][CH:27]=[C:4]2[N:3]=[C:2]([C:36]2[CH2:37][CH:38]3[N:43]([C:44]([O:46][C:47]([CH3:50])([CH3:49])[CH3:48])=[O:45])[CH:41]([CH2:40][CH2:39]3)[CH:42]=2)[CH:7]=1, predict the reactants needed to synthesize it. The reactants are: Cl[C:2]1[CH:7]=[C:6]([N:8]([CH2:17][O:18][CH2:19][CH2:20][Si:21]([CH3:24])([CH3:23])[CH3:22])[CH2:9][O:10][CH2:11][CH2:12][Si:13]([CH3:16])([CH3:15])[CH3:14])[N:5]2[N:25]=[CH:26][CH:27]=[C:4]2[N:3]=1.CC1(C)C(C)(C)OB([C:36]2[CH2:42][CH:41]3[N:43]([C:44]([O:46][C:47]([CH3:50])([CH3:49])[CH3:48])=[O:45])[CH:38]([CH2:39][CH2:40]3)[CH:37]=2)O1.C([O-])([O-])=O.[Na+].[Na+].CCOC(C)=O. (7) Given the product [CH:38]1([NH:41][C:35]([CH2:34][O:33][C@H:11]2[CH2:12][N:13]([CH2:15][C:16](=[O:32])[NH:17][C:18]3[CH:23]=[CH:22][C:21]([N:24]4[CH:29]=[CH:28][CH:27]=[CH:26][C:25]4=[O:30])=[CH:20][C:19]=3[F:31])[CH2:14][C@@H:10]2[NH:9][C:7]([C:5]2[S:6][C:2]([Cl:1])=[CH:3][CH:4]=2)=[O:8])=[O:37])[CH2:40][CH2:39]1, predict the reactants needed to synthesize it. The reactants are: [Cl:1][C:2]1[S:6][C:5]([C:7]([NH:9][C@H:10]2[CH2:14][N:13]([CH2:15][C:16](=[O:32])[NH:17][C:18]3[CH:23]=[CH:22][C:21]([N:24]4[CH:29]=[CH:28][CH:27]=[CH:26][C:25]4=[O:30])=[CH:20][C:19]=3[F:31])[CH2:12][C@@H:11]2[O:33][CH2:34][C:35]([OH:37])=O)=[O:8])=[CH:4][CH:3]=1.[CH:38]1([NH2:41])[CH2:40][CH2:39]1. (8) Given the product [C:12]12([C:8]3[C:9]([OH:11])=[CH:10][C:2]([OH:1])=[C:3]([CH:7]=3)[C:4]([OH:6])=[O:5])[CH2:21][CH:16]3[CH2:17][CH:18]([CH2:20][CH:14]([CH2:15]3)[CH2:13]1)[CH2:19]2, predict the reactants needed to synthesize it. The reactants are: [OH:1][C:2]1[CH:10]=[C:9]([OH:11])[CH:8]=[CH:7][C:3]=1[C:4]([OH:6])=[O:5].[C:12]12(O)[CH2:21][CH:16]3[CH2:17][CH:18]([CH2:20][CH:14]([CH2:15]3)[CH2:13]1)[CH2:19]2.S(=O)(=O)(O)O.C(=O)(O)[O-].[Na+].